From a dataset of Full USPTO retrosynthesis dataset with 1.9M reactions from patents (1976-2016). Predict the reactants needed to synthesize the given product. Given the product [NH2:11][C:10]1[CH:9]=[CH:8][C:5]([C:6]#[N:7])=[C:4]([C:25]([F:27])([F:28])[F:26])[C:3]=1[CH2:2][Br:1], predict the reactants needed to synthesize it. The reactants are: [Br:1][CH2:2][C:3]1[C:4]([C:25]([F:28])([F:27])[F:26])=[C:5]([CH:8]=[CH:9][C:10]=1[N:11]=C(C1C=CC=CC=1)C1C=CC=CC=1)[C:6]#[N:7].Cl.